From a dataset of Full USPTO retrosynthesis dataset with 1.9M reactions from patents (1976-2016). Predict the reactants needed to synthesize the given product. (1) Given the product [CH2:1]([O:3][C:4](=[O:37])[CH2:5][CH2:6][N:7]([CH3:40])[CH2:8][C:9](=[O:36])[N:10]1[C:18]2[C:13](=[CH:14][C:15]([O:19][CH2:20][C:21]3[S:22][C:23]([C:32]([F:35])([F:33])[F:34])=[C:24]([C:26]4[CH:27]=[CH:28][CH:29]=[CH:30][CH:31]=4)[CH:25]=3)=[CH:16][CH:17]=2)[CH2:12][CH2:11]1)[CH3:2], predict the reactants needed to synthesize it. The reactants are: [CH2:1]([O:3][C:4](=[O:37])[CH2:5][CH2:6][NH:7][CH2:8][C:9](=[O:36])[N:10]1[C:18]2[C:13](=[CH:14][C:15]([O:19][CH2:20][C:21]3[S:22][C:23]([C:32]([F:35])([F:34])[F:33])=[C:24]([C:26]4[CH:31]=[CH:30][CH:29]=[CH:28][CH:27]=4)[CH:25]=3)=[CH:16][CH:17]=2)[CH2:12][CH2:11]1)[CH3:2].C=O.[C:40](O[BH-](OC(=O)C)OC(=O)C)(=O)C.[Na+].C(=O)([O-])O.[Na+]. (2) Given the product [Cl:20][C:5]1[C:6]([NH:9][C@@H:10]2[C@@H:15]3[CH2:16][C@@H:12]([CH:13]=[CH:14]3)[C@@H:11]2[C:17]([NH2:19])=[O:18])=[C:7]2[N:8]=[C:29]([C:28]3[CH:31]=[CH:32][CH:33]=[C:26]([N:21]4[CH:25]=[CH:24][CH:23]=[N:22]4)[CH:27]=3)[NH:1][C:2]2=[N:3][CH:4]=1, predict the reactants needed to synthesize it. The reactants are: [NH2:1][C:2]1[C:7]([NH2:8])=[C:6]([NH:9][C@@H:10]2[C@@H:15]3[CH2:16][C@@H:12]([CH:13]=[CH:14]3)[C@@H:11]2[C:17]([NH2:19])=[O:18])[C:5]([Cl:20])=[CH:4][N:3]=1.[N:21]1([C:26]2[CH:27]=[C:28]([CH:31]=[CH:32][CH:33]=2)[CH:29]=O)[CH:25]=[CH:24][CH:23]=[N:22]1.C([O-])(=O)C.[NH4+].C(O)C. (3) The reactants are: [F:1][C:2]1[C:7]([F:8])=[CH:6][CH:5]=[CH:4][C:3]=1[C@:9]12[CH2:17][O:16][C@H:15]([CH2:18][O:19]C(C3C=CC=CC=3)(C3C=CC=CC=3)C3C=CC=CC=3)[C@H:14]1[CH2:13][S:12][C:11]([NH:39][C:40](=[O:47])[C:41]1[CH:46]=[CH:45][CH:44]=[CH:43][CH:42]=1)=[N:10]2.O.Cl. Given the product [F:1][C:2]1[C:7]([F:8])=[CH:6][CH:5]=[CH:4][C:3]=1[C@:9]12[CH2:17][O:16][C@H:15]([CH2:18][OH:19])[C@H:14]1[CH2:13][S:12][C:11]([NH:39][C:40](=[O:47])[C:41]1[CH:42]=[CH:43][CH:44]=[CH:45][CH:46]=1)=[N:10]2, predict the reactants needed to synthesize it. (4) Given the product [CH3:1][C:2]([CH3:25])([CH3:24])[CH2:3][N:4]1[C:12]2[C:7](=[N:8][C:9]([C:13]3[CH:14]4[CH2:21][CH2:20][CH:17]([C:18]=3[CH3:19])[N:16]([C:31]([C:28]3[CH:29]=[CH:30][O:26][N:27]=3)=[O:32])[CH2:15]4)=[CH:10][CH:11]=2)[N:6]([CH3:22])[C:5]1=[O:23], predict the reactants needed to synthesize it. The reactants are: [CH3:1][C:2]([CH3:25])([CH3:24])[CH2:3][N:4]1[C:12]2[C:7](=[N:8][C:9]([C:13]3[CH:14]4[CH2:21][CH2:20][CH:17]([C:18]=3[CH3:19])[NH:16][CH2:15]4)=[CH:10][CH:11]=2)[N:6]([CH3:22])[C:5]1=[O:23].[O:26]1[CH:30]=[CH:29][C:28]([C:31](O)=[O:32])=[N:27]1.CCN(C(C)C)C(C)C.CN(C(ON1N=NC2C=CC=NC1=2)=[N+](C)C)C.F[P-](F)(F)(F)(F)F. (5) Given the product [CH:3]([CH:14]1[C:15]2[N:6]=[CH:7][CH:8]=[CH:9][C:10]=2[CH2:11][CH2:12][CH2:13]1)([CH2:4][CH3:5])[CH3:2], predict the reactants needed to synthesize it. The reactants are: [Li][CH2:2][CH2:3][CH2:4][CH3:5].[N:6]1[C:15]2[CH2:14][CH2:13][CH2:12][CH2:11][C:10]=2[CH:9]=[CH:8][CH:7]=1.C(Br)(CC)C. (6) Given the product [C:24]([O:26][CH2:18][CH3:13])(=[O:25])[CH3:22].[CH3:4][CH2:5][CH2:6][CH:7]([CH3:2])[CH3:20].[Cl:1][C:2]1[C:7]([Cl:8])=[CH:6][CH:5]=[CH:4][C:3]=1[S:9]([NH:12][C:13]1[C:18]([O:23][CH3:22])=[N:17][CH:16]=[CH:15][N:14]=1)(=[O:11])=[O:10], predict the reactants needed to synthesize it. The reactants are: [Cl:1][C:2]1[C:7]([Cl:8])=[CH:6][CH:5]=[CH:4][C:3]=1[S:9]([NH:12][C:13]1[C:18](Cl)=[N:17][CH:16]=[CH:15][N:14]=1)(=[O:11])=[O:10].[C:20](O)(=O)C[C:22](CC(O)=O)([C:24]([OH:26])=[O:25])[OH:23]. (7) Given the product [C:25]([CH2:24][CH2:23][CH2:22][N:7]1[CH2:6][CH2:5][N:4]([C:8]([O:10][C:11]([CH3:13])([CH3:12])[CH3:14])=[O:9])[CH2:3][CH:2]1[CH3:1])#[N:26], predict the reactants needed to synthesize it. The reactants are: [CH3:1][CH:2]1[NH:7][CH2:6][CH2:5][N:4]([C:8]([O:10][C:11]([CH3:14])([CH3:13])[CH3:12])=[O:9])[CH2:3]1.C(=O)([O-])[O-].[K+].[K+].Br[CH2:22][CH2:23][CH2:24][C:25]#[N:26].O. (8) Given the product [CH3:36][O:38][C:7]1[CH:6]=[CH:5][C:4]([S:9][CH2:10][CH2:11][CH2:12][N:13]([C@H:29]2[CH2:30][CH2:31][C@H:32]([CH3:35])[CH2:33][CH2:34]2)[C:14](=[O:28])[NH:15][C:16]2[S:17][C:18]([S:21][C:22]([CH3:26])([CH3:27])[C:23]([OH:25])=[O:24])=[CH:19][N:20]=2)=[CH:3][CH:8]=1, predict the reactants needed to synthesize it. The reactants are: CO[C:3]1[CH:8]=[CH:7][CH:6]=[CH:5][C:4]=1[S:9][CH2:10][CH2:11][CH2:12][N:13]([C@H:29]1[CH2:34][CH2:33][C@H:32]([CH3:35])[CH2:31][CH2:30]1)[C:14](=[O:28])[NH:15][C:16]1[S:17][C:18]([S:21][C:22]([CH3:27])([CH3:26])[C:23]([OH:25])=[O:24])=[CH:19][N:20]=1.[CH2:36]([O:38]C(=O)C(SC1SC(N)=NC=1)(C)C)C.COC1C=CC(S)=CC=1.